Dataset: Full USPTO retrosynthesis dataset with 1.9M reactions from patents (1976-2016). Task: Predict the reactants needed to synthesize the given product. (1) The reactants are: [N:1]([CH2:4][CH3:5])=[C:2]=[O:3].[Br:6][C:7]1[CH:12]=[CH:11][C:10]([C:13]2[CH:14]=[N:15][C:16]3[N:17]([C:19]([CH2:22][C:23]4[CH:24]=[C:25]([CH:27]=[CH:28][CH:29]=4)[NH2:26])=[CH:20][N:21]=3)[N:18]=2)=[CH:9][C:8]=1[F:30].C(N(CC)CC)C. Given the product [Br:6][C:7]1[CH:12]=[CH:11][C:10]([C:13]2[CH:14]=[N:15][C:16]3[N:17]([C:19]([CH2:22][C:23]4[CH:24]=[C:25]([NH:26][C:2]([NH:1][CH2:4][CH3:5])=[O:3])[CH:27]=[CH:28][CH:29]=4)=[CH:20][N:21]=3)[N:18]=2)=[CH:9][C:8]=1[F:30], predict the reactants needed to synthesize it. (2) The reactants are: Br[CH2:2][C:3](OC1C=CC=CC=1)=[O:4].[NH2:12][C@@H:13]([C:16]1[CH:21]=[CH:20][CH:19]=[CH:18][CH:17]=1)[CH2:14][OH:15].C(N(C(C)C)CC)(C)C. Given the product [C:16]1([C@@H:13]2[NH:12][CH2:2][C:3](=[O:4])[O:15][CH2:14]2)[CH:21]=[CH:20][CH:19]=[CH:18][CH:17]=1, predict the reactants needed to synthesize it. (3) The reactants are: [CH3:1][C@H:2]1[CH2:7][NH:6][CH2:5][C@@H:4]([CH3:8])[NH:3]1.[C:9]([C:13]1[CH:18]=[CH:17][C:16](Br)=[CH:15][CH:14]=1)([CH3:12])([CH3:11])[CH3:10].C1C=CC(P(C2C(C3C(P(C4C=CC=CC=4)C4C=CC=CC=4)=CC=C4C=3C=CC=C4)=C3C(C=CC=C3)=CC=2)C2C=CC=CC=2)=CC=1. Given the product [C:9]([C:13]1[CH:18]=[CH:17][C:16]([N:6]2[CH2:5][C@H:4]([CH3:8])[NH:3][C@H:2]([CH3:1])[CH2:7]2)=[CH:15][CH:14]=1)([CH3:12])([CH3:11])[CH3:10], predict the reactants needed to synthesize it. (4) The reactants are: [CH3:1][C@H:2]1[C:6](=[O:7])[O:5][C:4](=[O:8])[NH:3]1.[C:9](Cl)(=[O:11])[CH3:10]. Given the product [C:9]([N:3]1[C@@H:2]([CH3:1])[C:6](=[O:7])[O:5][C:4]1=[O:8])(=[O:11])[CH3:10], predict the reactants needed to synthesize it. (5) Given the product [Cl:20][C:21]1[CH:22]=[C:23]([C:2]2[CH:3]=[C:4]3[C@@:11]4([C:16]([F:18])([F:17])[CH2:15][O:14][C:13]([NH2:19])=[N:12]4)[CH2:10][CH2:9][O:8][C:5]3=[CH:6][CH:7]=2)[CH:24]=[C:25]([Cl:27])[CH:26]=1, predict the reactants needed to synthesize it. The reactants are: Br[C:2]1[CH:3]=[C:4]2[C@@:11]3([C:16]([F:18])([F:17])[CH2:15][O:14][C:13]([NH2:19])=[N:12]3)[CH2:10][CH2:9][O:8][C:5]2=[CH:6][CH:7]=1.[Cl:20][C:21]1[CH:22]=[C:23](B(O)O)[CH:24]=[C:25]([Cl:27])[CH:26]=1. (6) Given the product [Br:13][CH2:12][CH2:11][CH2:10][CH2:9][CH2:8][CH2:7][CH2:6][CH2:5][CH2:4][CH2:3][CH2:2][C:24]#[C:23][C@H:22]([OH:21])[CH2:25][CH2:26][CH2:27][CH2:28][CH3:29], predict the reactants needed to synthesize it. The reactants are: Br[CH2:2][CH2:3][CH2:4][CH2:5][CH2:6][CH2:7][CH2:8][CH2:9][CH2:10][CH2:11][CH2:12][Br:13].[Si]([O:21][C@H:22]([CH2:25][CH2:26][CH2:27][CH2:28][CH3:29])[C:23]#[CH:24])(C(C)(C)C)(C)C.O1CCCCC1OCCCC#C. (7) Given the product [CH3:9][C:6]1([CH3:8])[CH2:5][NH:4][CH:2]([C:3]([OH:10])=[O:12])[CH2:7]1, predict the reactants needed to synthesize it. The reactants are: Cl[CH:2]1[CH2:7][C:6]([CH3:9])([CH3:8])[CH2:5][NH:4][C:3]1=[O:10].S([O-])([O-])(=O)=[O:12].[NH4+].[NH4+]. (8) Given the product [CH3:18][S:15]([C:13]1[CH:12]=[CH:11][C:8]2[CH2:9][CH2:10][NH:4][CH2:5][CH2:6][C:7]=2[CH:14]=1)(=[O:17])=[O:16], predict the reactants needed to synthesize it. The reactants are: C([N:4]1[CH2:10][CH2:9][C:8]2[CH:11]=[CH:12][C:13]([S:15]([CH3:18])(=[O:17])=[O:16])=[CH:14][C:7]=2[CH2:6][CH2:5]1)(=O)C.C(=O)([O-])[O-].[K+].[K+]. (9) Given the product [C:29]([O:33][C:34]([O:36][N:37]([O:74][C:75]([CH3:76])([CH3:77])[CH3:78])[C:38]([CH2:45][CH2:46][C@H:12]([C:6]1[CH:7]=[CH:8][C:9]([O:10][CH3:11])=[C:4]([O:3][CH2:1][CH3:2])[CH:5]=1)[N:16]1[CH2:24][C:23]2[C:18](=[C:19]([N+:25]([O-:27])=[O:26])[CH:20]=[CH:21][CH:22]=2)[C:17]1=[O:28])=[O:40])=[O:35])([CH3:30])([CH3:31])[CH3:32], predict the reactants needed to synthesize it. The reactants are: [CH2:1]([O:3][C:4]1[CH:5]=[C:6]([C@H:12]([N:16]2[CH2:24][C:23]3[C:18](=[C:19]([N+:25]([O-:27])=[O:26])[CH:20]=[CH:21][CH:22]=3)[C:17]2=[O:28])CCO)[CH:7]=[CH:8][C:9]=1[O:10][CH3:11])[CH3:2].[C:29]([O:33][C:34]([O:36][NH:37][C:38]([O:40]C(C)(C)C)=O)=[O:35])([CH3:32])([CH3:31])[CH3:30].[C:45]1(P(C2C=CC=CC=2)C2C=CC=CC=2)C=CC=C[CH:46]=1.N(C([O:74][CH:75]([CH3:77])[CH3:76])=O)=NC([O:74][CH:75]([CH3:77])[CH3:76])=O.[CH2:78]1COCC1. (10) Given the product [Cl:32][C:27]1[CH:28]=[CH:29][CH:30]=[CH:31][C:26]=1[CH2:25][O:24][C:10]1[C:11]([O:15][CH2:16][C:17]2[CH:22]=[CH:21][CH:20]=[CH:19][C:18]=2[Cl:23])=[CH:12][CH:13]=[CH:14][C:9]=1[CH:5]([NH:4][C:1](=[O:3])[CH2:2][O:51][CH3:50])[C:6]([OH:8])=[O:7], predict the reactants needed to synthesize it. The reactants are: [C:1]([NH:4][CH:5]([C:9]1[CH:14]=[CH:13][CH:12]=[C:11]([O:15][CH2:16][C:17]2[CH:22]=[CH:21][CH:20]=[CH:19][C:18]=2[Cl:23])[C:10]=1[O:24][CH2:25][C:26]1[CH:31]=[CH:30][CH:29]=[CH:28][C:27]=1[Cl:32])[C:6]([OH:8])=[O:7])(=[O:3])[CH3:2].C(N(CC)CC)C.C1C=NC2N(O)N=NC=2C=1.[CH3:50][O:51]CC(O)=O.CCN=C=NCCCN(C)C.